Dataset: Full USPTO retrosynthesis dataset with 1.9M reactions from patents (1976-2016). Task: Predict the reactants needed to synthesize the given product. (1) Given the product [Cl:11][C:12]1[N:17]=[N:16][C:15]([C:18]2[CH:25]=[CH:24][C:21]([C:22]3[S:10][C:3]4[CH:4]=[C:5]([O:8][CH3:9])[CH:6]=[CH:7][C:2]=4[N:1]=3)=[CH:20][CH:19]=2)=[CH:14][CH:13]=1, predict the reactants needed to synthesize it. The reactants are: [NH2:1][C:2]1[CH:7]=[CH:6][C:5]([O:8][CH3:9])=[CH:4][C:3]=1[SH:10].[Cl:11][C:12]1[N:17]=[N:16][C:15]([C:18]2[CH:25]=[CH:24][C:21]([CH:22]=O)=[CH:20][CH:19]=2)=[CH:14][CH:13]=1. (2) Given the product [CH3:2][O:3][CH2:4][CH2:5][NH:6][C:7]([C:9]1[CH:17]=[CH:16][C:15]2[C:11](=[CH:12][N:13]([CH2:18][CH:19]3[CH2:20][CH2:21][N:22]([C:33](=[O:34])[C:32]4[CH:36]=[CH:37][C:29]([O:28][C:27]([F:26])([F:38])[F:39])=[CH:30][CH:31]=4)[CH2:23][CH2:24]3)[N:14]=2)[C:10]=1[CH3:25])=[O:8], predict the reactants needed to synthesize it. The reactants are: Cl.[CH3:2][O:3][CH2:4][CH2:5][NH:6][C:7]([C:9]1[CH:17]=[CH:16][C:15]2[C:11](=[CH:12][N:13]([CH2:18][CH:19]3[CH2:24][CH2:23][NH:22][CH2:21][CH2:20]3)[N:14]=2)[C:10]=1[CH3:25])=[O:8].[F:26][C:27]([F:39])([F:38])[O:28][C:29]1[CH:37]=[CH:36][C:32]([C:33](Cl)=[O:34])=[CH:31][CH:30]=1.C1(C)C=CC=CC=1. (3) Given the product [Cl:1][C:2]1[C:10]2[N:6]([C:7]([CH2:24][CH2:25][OH:26])=[CH:8][C:9]=2[C:11]([NH:13][CH2:14][CH:15]2[CH2:20][CH:19]([CH3:21])[CH2:18][C:17]([F:22])([F:23])[CH2:16]2)=[O:12])[CH:5]=[CH:4][CH:3]=1, predict the reactants needed to synthesize it. The reactants are: [Cl:1][C:2]1[C:10]2[N:6]([C:7]([CH2:24][CH2:25][O:26]C)=[CH:8][C:9]=2[C:11]([NH:13][CH2:14][CH:15]2[CH2:20][CH:19]([CH3:21])[CH2:18][C:17]([F:23])([F:22])[CH2:16]2)=[O:12])[CH:5]=[CH:4][CH:3]=1.C1OCCOCCOCCOCCOC1.[I-].[Na+]. (4) Given the product [CH3:11][C:5]1[CH:4]=[CH:3][C:2]([C:43]#[C:42][Si:39]([CH3:41])([CH3:40])[CH3:38])=[CH:10][C:6]=1[C:7]([NH2:9])=[O:8], predict the reactants needed to synthesize it. The reactants are: Br[C:2]1[CH:3]=[CH:4][C:5]([CH3:11])=[C:6]([CH:10]=1)[C:7]([NH2:9])=[O:8].C1(P(C2C=CC=CC=2)C2C=CC=CC=2)C=CC=CC=1.C(N(CC)CC)C.[CH3:38][Si:39]([C:42]#[CH:43])([CH3:41])[CH3:40].